Dataset: Catalyst prediction with 721,799 reactions and 888 catalyst types from USPTO. Task: Predict which catalyst facilitates the given reaction. Product: [CH2:1]([N:8]1[CH2:42][CH2:41][C:11]2([C:12]3=[N:34][CH:35]=[CH:36][N:13]3[C:14](=[O:33])[N:15]2[C:16]2[CH:21]=[C:20]([F:22])[CH:19]=[CH:18][C:17]=2[C:23]2[CH:28]=[CH:27][C:26]([S:29]([CH3:32])(=[O:30])=[O:31])=[CH:25][CH:24]=2)[CH2:10][CH:9]1[CH3:43])[C:2]1[CH:7]=[CH:6][CH:5]=[CH:4][CH:3]=1. Reactant: [CH2:1]([N:8]1[CH2:42][CH2:41][C:11]2([N:15]([C:16]3[CH:21]=[C:20]([F:22])[CH:19]=[CH:18][C:17]=3[C:23]3[CH:28]=[CH:27][C:26]([S:29]([CH3:32])(=[O:31])=[O:30])=[CH:25][CH:24]=3)[C:14](=[O:33])[N:13]=[C:12]2[NH:34][CH2:35][CH:36](OC)OC)[CH2:10][CH:9]1[CH3:43])[C:2]1[CH:7]=[CH:6][CH:5]=[CH:4][CH:3]=1.C1(C)C=CC(S(O)(=O)=O)=CC=1. The catalyst class is: 11.